Dataset: Forward reaction prediction with 1.9M reactions from USPTO patents (1976-2016). Task: Predict the product of the given reaction. (1) Given the reactants [F:1][C:2]([F:19])([F:18])[C:3]1[CH:8]=[CH:7][C:6]([C:9]2[C:10]([C:15]([OH:17])=O)=[CH:11][CH:12]=[CH:13][CH:14]=2)=[CH:5][CH:4]=1.[NH2:20][CH:21]1[CH2:26][CH2:25][N:24]([CH2:27][C:28]2[CH:33]=[CH:32][CH:31]=[CH:30][CH:29]=2)[CH2:23][CH2:22]1.O.ON1C2C=CC=CC=2N=N1.Cl.C(N=C=NCCCN(C)C)C, predict the reaction product. The product is: [CH2:27]([N:24]1[CH2:25][CH2:26][CH:21]([NH:20][C:15]([C:10]2[C:9]([C:6]3[CH:5]=[CH:4][C:3]([C:2]([F:1])([F:19])[F:18])=[CH:8][CH:7]=3)=[CH:14][CH:13]=[CH:12][CH:11]=2)=[O:17])[CH2:22][CH2:23]1)[C:28]1[CH:29]=[CH:30][CH:31]=[CH:32][CH:33]=1. (2) Given the reactants Br[C:2]1[N:3]=[C:4]2[C:10]([C:11]([NH:13][C:14]([CH3:17])([CH3:16])[CH3:15])=[O:12])=[CH:9][N:8]([CH2:18][O:19][CH2:20][CH2:21][Si:22]([CH3:25])([CH3:24])[CH3:23])[C:5]2=[N:6][CH:7]=1.[CH3:26][C:27]1[CH:31]=[C:30]([NH2:32])[NH:29][N:28]=1.C1C=CC(P(C2C(C3C(P(C4C=CC=CC=4)C4C=CC=CC=4)=CC=C4C=3C=CC=C4)=C3C(C=CC=C3)=CC=2)C2C=CC=CC=2)=CC=1.CC(C)([O-])C.[Na+], predict the reaction product. The product is: [C:14]([NH:13][C:11]([C:10]1[C:4]2[C:5](=[N:6][CH:7]=[C:2]([NH:32][C:30]3[NH:29][N:28]=[C:27]([CH3:26])[CH:31]=3)[N:3]=2)[N:8]([CH2:18][O:19][CH2:20][CH2:21][Si:22]([CH3:25])([CH3:24])[CH3:23])[CH:9]=1)=[O:12])([CH3:17])([CH3:16])[CH3:15]. (3) Given the reactants CC1(C)C(C)(C)OB([C:9]2[CH:14]=[CH:13][N:12]3[CH:15]=[CH:16][N:17]=[C:11]3[CH:10]=2)O1.[CH3:19][O:20][C:21]([C:23]1[CH:28]=[CH:27][C:26](Br)=[CH:25][N:24]=1)=[O:22].C(=O)([O-])[O-].[Cs+].[Cs+].O, predict the reaction product. The product is: [CH3:19][O:20][C:21]([C:23]1[CH:28]=[CH:27][C:26]([C:9]2[CH:14]=[CH:13][N:12]3[CH:15]=[CH:16][N:17]=[C:11]3[CH:10]=2)=[CH:25][N:24]=1)=[O:22]. (4) Given the reactants [NH:1]1[CH2:5][CH2:4][C@H:3]([NH:6][C:7](=[O:13])[O:8][C:9]([CH3:12])([CH3:11])[CH3:10])[CH2:2]1.[C:14]1([C:20]2[N:24]=[C:23](C(Cl)(Cl)Cl)[O:22][N:21]=2)[CH:19]=[CH:18][CH:17]=[CH:16][CH:15]=1, predict the reaction product. The product is: [C:14]1([C:20]2[N:24]=[C:23]([N:1]3[CH2:5][CH2:4][C@H:3]([NH:6][C:7](=[O:13])[O:8][C:9]([CH3:10])([CH3:12])[CH3:11])[CH2:2]3)[O:22][N:21]=2)[CH:15]=[CH:16][CH:17]=[CH:18][CH:19]=1. (5) Given the reactants [CH3:1][C:2]([CH3:34])([CH3:33])/[CH:3]=[CH:4]/[C@H:5]1[O:10]C(C)(C)[O:8][C@@H:7]([C@@H:13]([O:30][CH3:31])[C:14]([NH:16][CH:17]2[CH2:23][C:22]3[CH:24]=[CH:25][CH:26]=[CH:27][C:21]=3[CH2:20][N:19]([CH3:28])[C:18]2=[O:29])=[O:15])[C@H:6]1[OH:32].FC(F)(F)C(O)=O.O1CCCC1.O, predict the reaction product. The product is: [CH3:28][N:19]1[C:18](=[O:29])[CH:17]([NH:16][C:14](=[O:15])[C@H:13]([O:30][CH3:31])[C@H:7]([OH:8])[C@@H:6]([OH:32])[C@H:5]([OH:10])/[CH:4]=[CH:3]/[C:2]([CH3:34])([CH3:33])[CH3:1])[CH2:23][C:22]2[CH:24]=[CH:25][CH:26]=[CH:27][C:21]=2[CH2:20]1.